Dataset: Antibody developability classification from SAbDab with 2,409 antibodies. Task: Regression/Classification. Given an antibody's heavy chain and light chain sequences, predict its developability. TAP uses regression for 5 developability metrics; SAbDab uses binary classification. (1) The antibody is ['AVSLVESGGGTVEPGSTLRLSCAASGFTFGSYAFHWVRQAPGDGLEWVAFISYNGSSKYYASFVSGRFTISRDNSSNTLSLQMNSLKASDTAVYYCARAPDCADADCHKGAFGYWGQGTLVTVSS', 'DIEMTQSPSSLSASTGDKVTITCQASQDIAKFLDWYQQRPGKTPKLLIYDASNLAIGVPSRFTGSGSGTDFTFTISSLQPEDIAVYYCQHYDDFPISFGPGTKLETK']. Result: 0 (not developable). (2) Result: 0 (not developable). The antibody is ['EVNLIESGGDLVKPGGSLKLSCATSGFTFSAYGLSWVRQTPERRLEWVASISGGGSVYYPDSVKGRFTISRDTAGDILFLQMNSLRSEDSAIYYCVRDLYGDYVGRYAYWGQGTLVIVSA', 'DIVMTQSPATLSVTPGDRVSLSCRASQSIGDYLHWYQQKSHESPRLLINYASQSISGIPSRFSGSGSGSDFTLIINSVEPEDVGVYYCQNGHSFPYTFGGGTKLEIR'].